This data is from Catalyst prediction with 721,799 reactions and 888 catalyst types from USPTO. The task is: Predict which catalyst facilitates the given reaction. Reactant: [CH3:1][C:2]([CH3:7])([CH3:6])[CH2:3][CH2:4][OH:5].C(N(CC)CC)C.[CH3:15][S:16](Cl)(=[O:18])=[O:17].O. Product: [CH3:15][S:16]([O:5][CH2:4][CH2:3][C:2]([CH3:7])([CH3:6])[CH3:1])(=[O:18])=[O:17]. The catalyst class is: 1.